The task is: Predict the reactants needed to synthesize the given product.. This data is from Retrosynthesis with 50K atom-mapped reactions and 10 reaction types from USPTO. Given the product CN1C2CCC1CN(c1ncnc3c1oc1ccc(Cl)cc13)C2, predict the reactants needed to synthesize it. The reactants are: CN1C2CCC1CNC2.Clc1ccc2oc3c(Cl)ncnc3c2c1.